Dataset: Forward reaction prediction with 1.9M reactions from USPTO patents (1976-2016). Task: Predict the product of the given reaction. (1) Given the reactants [CH3:1][C:2]1[CH:3]=[C:4]([CH:14]=[C:15]([CH3:17])[CH:16]=1)[O:5][CH2:6][CH2:7][CH2:8][C:9]([CH3:13])([CH3:12])[C:10]#[N:11].C1C(=O)N([Br:25])C(=O)C1, predict the reaction product. The product is: [Br:25][C:16]1[C:15]([CH3:17])=[CH:14][C:4]([O:5][CH2:6][CH2:7][CH2:8][C:9]([CH3:12])([CH3:13])[C:10]#[N:11])=[CH:3][C:2]=1[CH3:1]. (2) Given the reactants [Br:1][C:2]1[CH:7]=[N:6][C:5]([Cl:8])=[C:4]2[S:9][C:10]([C:12]([O:14]C)=O)=[CH:11][C:3]=12.CO.[NH3:18], predict the reaction product. The product is: [Br:1][C:2]1[CH:7]=[N:6][C:5]([Cl:8])=[C:4]2[S:9][C:10]([C:12]([NH2:18])=[O:14])=[CH:11][C:3]=12.